This data is from Forward reaction prediction with 1.9M reactions from USPTO patents (1976-2016). The task is: Predict the product of the given reaction. (1) Given the reactants C(O)C.[F:4][C:5]([F:20])([F:19])[C:6]1[N:11]=[CH:10][N:9]=[C:8]([C:12]2[NH:13][O:14][C:15](=[O:17])[N:16]=2)[C:7]=1[Br:18].[CH:21]([CH:23]=[CH2:24])=[O:22], predict the reaction product. The product is: [F:20][C:5]([F:4])([F:19])[C:6]1[N:11]=[CH:10][N:9]=[C:8]([C:12]2[N:16]([CH2:24][CH2:23][CH:21]=[O:22])[C:15](=[O:17])[O:14][N:13]=2)[C:7]=1[Br:18]. (2) Given the reactants [CH3:1][O:2][C:3]1[CH:12]=[C:11]2[C:6]([C:7](=O)[CH:8]=[CH:9][NH:10]2)=[CH:5][N:4]=1.C(=O)([O-])[O-].[Na+].[Na+].O=P(Cl)(Cl)[Cl:22], predict the reaction product. The product is: [Cl:22][C:7]1[C:6]2[C:11](=[CH:12][C:3]([O:2][CH3:1])=[N:4][CH:5]=2)[N:10]=[CH:9][CH:8]=1. (3) Given the reactants [Cl-].O[NH3+:3].[C:4](=[O:7])([O-])[OH:5].[Na+].CS(C)=O.[CH2:13]([C:15]1[N:16]=[C:17]([CH2:44][CH2:45][CH3:46])[N:18]([CH2:29][C:30]2[CH:35]=[CH:34][C:33]([C:36]3[C:37]([C:42]#[N:43])=[CH:38][CH:39]=[CH:40][CH:41]=3)=[CH:32][CH:31]=2)[C:19](=[O:28])[C:20]=1[C:21]1[CH:26]=[CH:25][C:24]([F:27])=[CH:23][CH:22]=1)[CH3:14], predict the reaction product. The product is: [CH2:13]([C:15]1[N:16]=[C:17]([CH2:44][CH2:45][CH3:46])[N:18]([CH2:29][C:30]2[CH:35]=[CH:34][C:33]([C:36]3[CH:41]=[CH:40][CH:39]=[CH:38][C:37]=3[C:42]3[NH:3][C:4](=[O:7])[O:5][N:43]=3)=[CH:32][CH:31]=2)[C:19](=[O:28])[C:20]=1[C:21]1[CH:22]=[CH:23][C:24]([F:27])=[CH:25][CH:26]=1)[CH3:14]. (4) Given the reactants C[O:2][C:3]1[CH:8]=[CH:7][N:6]2[N:9]=[CH:10][C:11](C(OC)=O)=[C:5]2[CH:4]=1.[OH-].[K+], predict the reaction product. The product is: [N:9]1[N:6]2[CH:7]=[CH:8][C:3]([OH:2])=[CH:4][C:5]2=[CH:11][CH:10]=1. (5) Given the reactants Cl[C:2]([O:4][CH3:5])=[O:3].[NH2:6][C:7]1[S:8][CH2:9][C:10](=O)[C:11]=1[C:12]#[N:13].[CH2:15](N(CC)CC)C.Cl, predict the reaction product. The product is: [C:12]([C:11]1[C:10]([CH3:15])=[CH:9][S:8][C:7]=1[NH:6][C:2](=[O:3])[O:4][CH3:5])#[N:13]. (6) Given the reactants [C:1]1([S:11]([N:14]2[CH2:19][CH2:18][N:17]([C:20](OC3C=CC([N+]([O-])=O)=CC=3)=[O:21])[CH2:16][CH2:15]2)(=[O:13])=[O:12])[C:10]2[C:5](=[CH:6][CH:7]=[CH:8][CH:9]=2)[CH:4]=[CH:3][CH:2]=1.[CH3:32]N(C=O)C.C([N:39]([CH2:42][CH3:43])[CH2:40][CH3:41])C, predict the reaction product. The product is: [C:1]1([S:11]([N:14]2[CH2:19][CH2:18][N:17]([C:20]([N:39]3[CH2:40][CH2:41][CH2:32][CH2:43][CH2:42]3)=[O:21])[CH2:16][CH2:15]2)(=[O:13])=[O:12])[C:10]2[C:5](=[CH:6][CH:7]=[CH:8][CH:9]=2)[CH:4]=[CH:3][CH:2]=1. (7) Given the reactants Br[C:2]1[CH:7]=[N:6][CH:5]=[C:4]2[NH:8][CH:9]=[CH:10][C:3]=12.O.[CH3:12][N:13](C=O)C, predict the reaction product. The product is: [NH:8]1[C:4]2[CH:5]=[N:6][CH:7]=[C:2]([C:12]#[N:13])[C:3]=2[CH:10]=[CH:9]1.